Task: Predict the reaction yield, written as a fraction of the theoretical maximum amount of product (1.0 means a 100% yield; for example, 0.34 means a 34% yield).. Dataset: Reaction yield outcomes from USPTO patents with 853,638 reactions The reactants are [CH2:1]([C@@H:8]1[NH:13][CH2:12][CH2:11][N:10]([C:14]2[CH:19]=[CH:18][C:17]([O:20][CH3:21])=[C:16]([O:22][CH:23]3[CH2:27][CH2:26][CH2:25][CH2:24]3)[CH:15]=2)[CH2:9]1)[C:2]1[CH:7]=[CH:6][CH:5]=[CH:4][CH:3]=1.C(N(CC)CC)C.C([O:42][CH2:43][C:44](Cl)=[O:45])C1C=CC=CC=1. The product is [CH2:1]([C@H:8]1[CH2:9][N:10]([C:14]2[CH:19]=[CH:18][C:17]([O:20][CH3:21])=[C:16]([O:22][CH:23]3[CH2:27][CH2:26][CH2:25][CH2:24]3)[CH:15]=2)[CH2:11][CH2:12][N:13]1[C:43](=[O:42])[CH2:44][OH:45])[C:2]1[CH:3]=[CH:4][CH:5]=[CH:6][CH:7]=1. The catalyst is C1COCC1.CCOC(C)=O.O. The yield is 0.180.